From a dataset of Forward reaction prediction with 1.9M reactions from USPTO patents (1976-2016). Predict the product of the given reaction. Given the reactants [C:1]([C:5]1[CH:6]=[C:7]([CH:11]2[NH:17][CH2:16][CH2:15][CH2:14][N:13]3[CH:18]=[CH:19][CH:20]=[C:12]23)[CH:8]=[CH:9][CH:10]=1)([CH3:4])([CH3:3])[CH3:2].[F:21][C:22]1[CH:27]=[C:26]([F:28])[CH:25]=[CH:24][C:23]=1[N:29]=[C:30]=[O:31], predict the reaction product. The product is: [C:1]([C:5]1[CH:6]=[C:7]([CH:11]2[N:17]([C:30]([NH:29][C:23]3[CH:24]=[CH:25][C:26]([F:28])=[CH:27][C:22]=3[F:21])=[O:31])[CH2:16][CH2:15][CH2:14][N:13]3[CH:18]=[CH:19][CH:20]=[C:12]23)[CH:8]=[CH:9][CH:10]=1)([CH3:4])([CH3:2])[CH3:3].